The task is: Regression. Given two drug SMILES strings and cell line genomic features, predict the synergy score measuring deviation from expected non-interaction effect.. This data is from NCI-60 drug combinations with 297,098 pairs across 59 cell lines. (1) Drug 1: COC1=C(C=C2C(=C1)N=CN=C2NC3=CC(=C(C=C3)F)Cl)OCCCN4CCOCC4. Drug 2: CCC1(CC2CC(C3=C(CCN(C2)C1)C4=CC=CC=C4N3)(C5=C(C=C6C(=C5)C78CCN9C7C(C=CC9)(C(C(C8N6C=O)(C(=O)OC)O)OC(=O)C)CC)OC)C(=O)OC)O.OS(=O)(=O)O. Cell line: U251. Synergy scores: CSS=67.7, Synergy_ZIP=13.2, Synergy_Bliss=13.8, Synergy_Loewe=15.6, Synergy_HSA=15.8. (2) Synergy scores: CSS=-4.04, Synergy_ZIP=1.40, Synergy_Bliss=-0.512, Synergy_Loewe=-5.75, Synergy_HSA=-3.80. Drug 1: CC12CCC(CC1=CCC3C2CCC4(C3CC=C4C5=CN=CC=C5)C)O. Cell line: DU-145. Drug 2: CN1C2=C(C=C(C=C2)N(CCCl)CCCl)N=C1CCCC(=O)O.Cl. (3) Drug 1: CC1C(C(CC(O1)OC2CC(CC3=C2C(=C4C(=C3O)C(=O)C5=C(C4=O)C(=CC=C5)OC)O)(C(=O)C)O)N)O.Cl. Drug 2: C1=NC2=C(N=C(N=C2N1C3C(C(C(O3)CO)O)O)F)N. Cell line: MDA-MB-435. Synergy scores: CSS=10.7, Synergy_ZIP=-2.91, Synergy_Bliss=1.88, Synergy_Loewe=-0.613, Synergy_HSA=-0.169. (4) Drug 1: CCC1=CC2CC(C3=C(CN(C2)C1)C4=CC=CC=C4N3)(C5=C(C=C6C(=C5)C78CCN9C7C(C=CC9)(C(C(C8N6C)(C(=O)OC)O)OC(=O)C)CC)OC)C(=O)OC.C(C(C(=O)O)O)(C(=O)O)O. Drug 2: CN1C(=O)N2C=NC(=C2N=N1)C(=O)N. Cell line: OVCAR-8. Synergy scores: CSS=9.12, Synergy_ZIP=-0.513, Synergy_Bliss=-2.23, Synergy_Loewe=-55.0, Synergy_HSA=-4.08. (5) Drug 1: CN(C)C1=NC(=NC(=N1)N(C)C)N(C)C. Drug 2: C1=CC=C(C=C1)NC(=O)CCCCCCC(=O)NO. Cell line: HOP-62. Synergy scores: CSS=18.3, Synergy_ZIP=-1.23, Synergy_Bliss=6.54, Synergy_Loewe=-10.2, Synergy_HSA=1.96. (6) Drug 1: C1=C(C(=O)NC(=O)N1)F. Drug 2: C1CN(CCN1C(=O)CCBr)C(=O)CCBr. Cell line: SNB-19. Synergy scores: CSS=28.0, Synergy_ZIP=-4.19, Synergy_Bliss=-3.75, Synergy_Loewe=-1.92, Synergy_HSA=1.15. (7) Drug 1: CC1=CC=C(C=C1)C2=CC(=NN2C3=CC=C(C=C3)S(=O)(=O)N)C(F)(F)F. Drug 2: C1=CC=C(C(=C1)C(C2=CC=C(C=C2)Cl)C(Cl)Cl)Cl. Cell line: RXF 393. Synergy scores: CSS=-1.76, Synergy_ZIP=1.27, Synergy_Bliss=0.0471, Synergy_Loewe=-3.50, Synergy_HSA=-4.05. (8) Drug 1: CCC1(CC2CC(C3=C(CCN(C2)C1)C4=CC=CC=C4N3)(C5=C(C=C6C(=C5)C78CCN9C7C(C=CC9)(C(C(C8N6C)(C(=O)OC)O)OC(=O)C)CC)OC)C(=O)OC)O. Drug 2: C1=CC=C(C=C1)NC(=O)CCCCCCC(=O)NO. Cell line: NCI-H460. Synergy scores: CSS=70.2, Synergy_ZIP=-2.34, Synergy_Bliss=-5.58, Synergy_Loewe=-7.42, Synergy_HSA=-0.659. (9) Drug 1: CCC1=CC2CC(C3=C(CN(C2)C1)C4=CC=CC=C4N3)(C5=C(C=C6C(=C5)C78CCN9C7C(C=CC9)(C(C(C8N6C)(C(=O)OC)O)OC(=O)C)CC)OC)C(=O)OC.C(C(C(=O)O)O)(C(=O)O)O. Drug 2: CC1CCC2CC(C(=CC=CC=CC(CC(C(=O)C(C(C(=CC(C(=O)CC(OC(=O)C3CCCCN3C(=O)C(=O)C1(O2)O)C(C)CC4CCC(C(C4)OC)OCCO)C)C)O)OC)C)C)C)OC. Cell line: MDA-MB-231. Synergy scores: CSS=44.3, Synergy_ZIP=-4.24, Synergy_Bliss=3.13, Synergy_Loewe=5.37, Synergy_HSA=6.62. (10) Drug 1: CC1=C2C(C(=O)C3(C(CC4C(C3C(C(C2(C)C)(CC1OC(=O)C(C(C5=CC=CC=C5)NC(=O)OC(C)(C)C)O)O)OC(=O)C6=CC=CC=C6)(CO4)OC(=O)C)OC)C)OC. Drug 2: C1=CN(C(=O)N=C1N)C2C(C(C(O2)CO)O)O.Cl. Cell line: NCI-H322M. Synergy scores: CSS=25.9, Synergy_ZIP=-9.47, Synergy_Bliss=-11.2, Synergy_Loewe=-36.7, Synergy_HSA=-8.44.